From a dataset of HIV replication inhibition screening data with 41,000+ compounds from the AIDS Antiviral Screen. Binary Classification. Given a drug SMILES string, predict its activity (active/inactive) in a high-throughput screening assay against a specified biological target. (1) The drug is COc1ccc(-c2c(N3CCOCC3)oc3cc(N4CCOCC4)c(O)cc23)cc1. The result is 0 (inactive). (2) The compound is CSC12C3C(=O)N(C)C(=O)C3C(C)(C(=O)N1C)C(=O)N2c1ccccc1. The result is 0 (inactive). (3) The compound is CC(C)(CC#N)c1cc(CC(C)(C)c2cc(CC(C)(C)c3cc(C(C)(C)C4(C)OCCO4)no3)no2)no1. The result is 0 (inactive).